Dataset: Experimentally validated miRNA-target interactions with 360,000+ pairs, plus equal number of negative samples. Task: Binary Classification. Given a miRNA mature sequence and a target amino acid sequence, predict their likelihood of interaction. (1) The miRNA is hsa-miR-24-1-5p with sequence UGCCUACUGAGCUGAUAUCAGU. The protein sequence of the target gene is MAHVGDCTQTPWLPVLVVSLMCSARAEYSNCGENEYYNQTTGLCQECPPCGPGEEPYLSCGYGTKDEDYGCVPCPAEKFSKGGYQICRRHKDCEGFFRATVLTPGDMENDAECGPCLPGYYMLENRPRNIYGMVCYSCLLAPPNTKECVGATSGASANFPGTSGSSTLSPFQHAHKELSGQGHLATALIIAMSTIFIMAIAIVLIIMFYILKTKPSAPACCTSHPGKSVEAQVSKDEEKKEAPDNVVMFSEKDEFEKLTATPAKPTKSENDASSENEQLLSRSVDSDEEPAPDKQGSPEL.... Result: 0 (no interaction). (2) The miRNA is mmu-miR-532-3p with sequence CCUCCCACACCCAAGGCUUGCA. The protein sequence of the target gene is MATQVEPLLPAGAPLLQAEEHGLARKKPAPDAQAESGPGDGGGEPDGGVRRPRPACARPGRDGAERESPRPPAAAEAPAGSDGEDGGRRDFVEAPPPKVNPWTKHAPPPAAVNGQPPPEPSAPAKVVRAAAPKPRKGSKVGDFGDAVNWPTPGEIAHKSVQPQSHKPQPARKLPPKKDMKEQEKGDGSDSKESPKTKSDESGEEKNGDEDCQRGGQKKKGSKHKWVPLQIDMKPEVPREKLASRPTRPQEPRHTPAVRGEMKGSEPATYMPVSVAPPTPAWQPETKVEPAWHDQDETSSV.... Result: 1 (interaction). (3) The miRNA is hsa-miR-6834-5p with sequence GUGAGGGACUGGGAUUUGUGG. The protein sequence of the target gene is MAENLYRARSRVYSPSVLFLHPDMGIGGAERLVLDAALALQEYGCDVKIWTAHYDPNHCFIETRELSVQCAGDWLPRSLGWGGRGAAICSYVRMVFLALYVLFLSGEEFDVVVCDQVSACIPVFKLARRRKRVLFYCHFPDLLLTQRNSALKKFYRAPIDWIEEYTTGMADRILVNSQYTASVFKETFKTLSHRNPDVLYPSLNIGSFDLAIPEKIDDLVPKGKQFLFLSINRYERKKNLPLALRSLVQLRNRLPSQEWDKVHLFMAGGYDDRIPENVEHYKELKKMVQESDLERHVTFL.... Result: 0 (no interaction). (4) The protein sequence of the target gene is MLALAKILLISTLFYSLLSGSHGKENQDINTTQNIAEVFKTMENKPISLESEANLNSDKENITTSNLKASHSPPLNLPNNSHGITDFSSNSSAEHSLGSLKPTSTISTSPPLIHSFVSKVPWNAPIADEDLLPISAHPNATPALSSENFTWSLVNDTVKTPDNSSITVSILSSEPTSPSVTPLIVEPSGWLTTNSDSFTGFTPYQEKTTLQPTLKFTNNSKLFPNTSDPQKENRNTGIVFGAILGAILGVSLLTLVGYLLCGKRKTDSFSHRRLYDDRNEPVLRLDNAPEPYDVSFGNSS.... Result: 1 (interaction). The miRNA is hsa-miR-3941 with sequence UUACACACAACUGAGGAUCAUA. (5) The miRNA is mmu-miR-496a-3p with sequence UGAGUAUUACAUGGCCAAUCUC. The protein sequence of the target gene is MKAADTVILWARSKNDQLRISFPPGLCWGDRMPDKDDIRLLPSALGVKKRKRGPKKQKENKPGKPRKRKKRDSEEEFGSERDEYREKSESGGSEYGTGPGRKRRRKHREKKEKKTKRRKKGEGDGGQKQVEQKSSATLLLTWGLEDVEHVFSEEDYHTLTNYKAFSQFMRPLIAKKNPKIPMSKMMTILGAKWREFSANNPFKGSAAAVAAAAAAAAAAVAEQVSAAVSSATPIAPSGPPALPPPPAADIQPPPIRRAKTKEGKGPGHKRRSKSPRVPDGRKKLRGKKMAPLKIKLGLLG.... Result: 0 (no interaction).